From a dataset of Forward reaction prediction with 1.9M reactions from USPTO patents (1976-2016). Predict the product of the given reaction. (1) Given the reactants Br[C:2]1[CH:7]=[CH:6][CH:5]=[C:4]([N+:8]([O-:10])=[O:9])[CH:3]=1.[CH2:11]([NH:14][C:15](=[O:21])[O:16][C:17]([CH3:20])([CH3:19])[CH3:18])[C:12]#[CH:13].C(NC(C)C)(C)C.P(C(C)(C)C)(C(C)(C)C)C(C)(C)C.O1CCOCC1, predict the reaction product. The product is: [N+:8]([C:4]1[CH:3]=[C:2]([C:13]#[C:12][CH2:11][NH:14][C:15](=[O:21])[O:16][C:17]([CH3:19])([CH3:18])[CH3:20])[CH:7]=[CH:6][CH:5]=1)([O-:10])=[O:9]. (2) Given the reactants [NH2:1][C@@H:2]1[CH2:11][CH2:10][C:9]2[C:4](=[C:5]([N:13]3[CH2:18][CH2:17][N:16]([CH3:19])[CH2:15][CH2:14]3)[CH:6]=[CH:7][C:8]=2[CH3:12])[CH2:3]1.C(N(CC)CC)C.[Cl:27][C:28]1[CH:36]=[CH:35][C:31]([C:32](Cl)=[O:33])=[CH:30][CH:29]=1, predict the reaction product. The product is: [CH3:12][C:8]1[CH:7]=[CH:6][C:5]([N:13]2[CH2:18][CH2:17][N:16]([CH3:19])[CH2:15][CH2:14]2)=[C:4]2[C:9]=1[CH2:10][CH2:11][C@@H:2]([NH:1][C:32](=[O:33])[C:31]1[CH:35]=[CH:36][C:28]([Cl:27])=[CH:29][CH:30]=1)[CH2:3]2. (3) Given the reactants Br[CH2:2][C:3]1[CH:13]=[CH:12][C:6]2[S:7](=[O:11])(=[O:10])[CH2:8][CH2:9][C:5]=2[CH:4]=1.[NH2:14][C:15]1[C:16]([C:20]2[CH:25]=[CH:24][C:23]([OH:26])=[CH:22][CH:21]=2)=[N:17][O:18][CH:19]=1.C([O-])([O-])=O.[K+].[K+].O, predict the reaction product. The product is: [O:10]=[S:7]1(=[O:11])[CH2:8][CH2:9][C:5]2[CH:4]=[C:3]([CH2:2][O:26][C:23]3[CH:22]=[CH:21][C:20]([C:16]4[C:15]([NH2:14])=[CH:19][O:18][N:17]=4)=[CH:25][CH:24]=3)[CH:13]=[CH:12][C:6]1=2. (4) Given the reactants [F:1][C:2]1[CH:21]=[CH:20][C:5]2[C:6]([C:9]3[CH:14]=[CH:13][C:12]([O:15][CH2:16][C@H:17]4[CH2:19][O:18]4)=[CH:11][CH:10]=3)=[N:7][O:8][C:4]=2[CH:3]=1.[CH3:22][N:23]([CH3:26])C=O, predict the reaction product. The product is: [CH:22]1([N:23]([CH3:26])[CH2:19][C@@H:17]([OH:18])[CH2:16][O:15][C:12]2[CH:13]=[CH:14][C:9]([C:6]3[C:5]4[CH:20]=[CH:21][C:2]([F:1])=[CH:3][C:4]=4[O:8][N:7]=3)=[CH:10][CH:11]=2)[CH2:20][CH2:21][CH2:2][CH2:3][CH2:4]1.